This data is from Full USPTO retrosynthesis dataset with 1.9M reactions from patents (1976-2016). The task is: Predict the reactants needed to synthesize the given product. (1) Given the product [C:56]([NH:53][C:54]([N:25]1[C@H:24]([C:22]([NH:21][C@@H:4]([CH2:5][C:6]2[CH:7]=[CH:8][C:9]([O:12][C:13]3[CH:18]=[CH:17][N:16]=[C:15]([CH3:19])[C:14]=3[CH3:20])=[CH:10][CH:11]=2)[C:3]([OH:2])=[O:52])=[O:23])[CH2:33][C:32]2[CH:31]=[C:30]3[O:34][CH2:35][C@H:36]([C:38]4[CH:43]=[CH:42][C:41]([O:44][CH2:45][CH:46]5[CH2:47][CH2:48][CH2:49][CH2:50][CH2:51]5)=[CH:40][CH:39]=4)[O:37][C:29]3=[CH:28][C:27]=2[CH2:26]1)=[O:55])([CH3:59])([CH3:58])[CH3:57], predict the reactants needed to synthesize it. The reactants are: C[O:2][C:3](=[O:52])[C@@H:4]([NH:21][C:22]([C@@H:24]1[CH2:33][C:32]2[CH:31]=[C:30]3[O:34][CH2:35][C@H:36]([C:38]4[CH:43]=[CH:42][C:41]([O:44][CH2:45][CH:46]5[CH2:51][CH2:50][CH2:49][CH2:48][CH2:47]5)=[CH:40][CH:39]=4)[O:37][C:29]3=[CH:28][C:27]=2[CH2:26][NH:25]1)=[O:23])[CH2:5][C:6]1[CH:11]=[CH:10][C:9]([O:12][C:13]2[CH:18]=[CH:17][N:16]=[C:15]([CH3:19])[C:14]=2[CH3:20])=[CH:8][CH:7]=1.[N:53]([C:56]([CH3:59])([CH3:58])[CH3:57])=[C:54]=[O:55]. (2) Given the product [CH3:25][C:26]1[CH:35]=[CH:34][C:29]([C:38]([N:14]=[C:12]2[N:11]([CH:18]([CH2:23][CH3:24])[C:19]([OH:21])=[O:20])[C:10]3[CH:15]=[CH:16][C:7]([C:1]4[CH:2]=[CH:3][CH:4]=[CH:5][CH:6]=4)=[CH:8][C:9]=3[S:13]2)=[O:39])=[CH:28][CH:27]=1, predict the reactants needed to synthesize it. The reactants are: [C:1]1([C:7]2[CH:16]=[CH:15][C:10]3[N:11]=[C:12]([NH2:14])[S:13][C:9]=3[CH:8]=2)[CH:6]=[CH:5][CH:4]=[CH:3][CH:2]=1.Br[CH:18]([CH2:23][CH3:24])[C:19]([O:21]C)=[O:20].[CH3:25][C:26]1[CH:35]=[CH:34][C:29]2N=C(N)S[C:28]=2[CH:27]=1.BrC(CC)[C:38](OCC)=[O:39]. (3) Given the product [C:32]([N:28]1[C:29]([CH3:31])=[CH:30][CH:26]([C:24]2[O:21][C:20]([C@H:17]3[CH2:16][CH2:15][C@H:14]([CH2:13][N:8]4[C:7]5[CH:36]=[C:3]([O:2][CH3:1])[CH:4]=[CH:5][C:6]=5[N:10]([CH3:11])[C:9]4=[O:12])[CH2:19][CH2:18]3)=[N:22][N:23]=2)[NH:27]1)([CH3:35])([CH3:34])[CH3:33], predict the reactants needed to synthesize it. The reactants are: [CH3:1][O:2][C:3]1[CH:4]=[CH:5][C:6]2[N:10]([CH3:11])[C:9](=[O:12])[N:8]([CH2:13][C@H:14]3[CH2:19][CH2:18][C@H:17]([C:20]([NH:22][NH:23][C:24]([C:26]4[CH:30]=[C:29]([CH3:31])[N:28]([C:32]([CH3:35])([CH3:34])[CH3:33])[N:27]=4)=O)=[O:21])[CH2:16][CH2:15]3)[C:7]=2[CH:36]=1. (4) The reactants are: C[O:2][C:3]([CH:5]1[CH2:9][C:8](=[CH2:10])[CH2:7][CH:6]1[NH:11][C:12]([O:14][C:15]([CH3:18])([CH3:17])[CH3:16])=[O:13])=[O:4].O[Li].O. Given the product [C:15]([O:14][C:12]([NH:11][CH:6]1[CH2:7][C:8](=[CH2:10])[CH2:9][CH:5]1[C:3]([OH:4])=[O:2])=[O:13])([CH3:18])([CH3:16])[CH3:17], predict the reactants needed to synthesize it. (5) Given the product [CH3:33][O:34][C:35]1[CH:36]=[C:37]([C:2]2[CH:7]=[CH:6][C:5]([CH:8]([N:15]([CH3:32])[C:16](=[O:31])[CH2:17][N:18]3[C:23]4[CH:24]=[C:25]([Cl:29])[C:26]([Cl:28])=[CH:27][C:22]=4[O:21][CH2:20][C:19]3=[O:30])[CH2:9][N:10]3[CH2:11][CH2:12][CH2:13][CH2:14]3)=[CH:4][CH:3]=2)[CH:38]=[CH:39][C:40]=1[O:41][CH3:42], predict the reactants needed to synthesize it. The reactants are: Br[C:2]1[CH:7]=[CH:6][C:5]([CH:8]([N:15]([CH3:32])[C:16](=[O:31])[CH2:17][N:18]2[C:23]3[CH:24]=[C:25]([Cl:29])[C:26]([Cl:28])=[CH:27][C:22]=3[O:21][CH2:20][C:19]2=[O:30])[CH2:9][N:10]2[CH2:14][CH2:13][CH2:12][CH2:11]2)=[CH:4][CH:3]=1.[CH3:33][O:34][C:35]1[CH:36]=[C:37](B(O)O)[CH:38]=[CH:39][C:40]=1[O:41][CH3:42].C([O-])([O-])=O.[Na+].[Na+]. (6) Given the product [C:25]([O:24][C:21]([CH:22]=[CH:29][C:31]1[CH:40]=[CH:39][C:34]([C:35]([O:37][CH3:38])=[O:36])=[CH:33][CH:32]=1)=[O:23])([CH3:28])([CH3:27])[CH3:26], predict the reactants needed to synthesize it. The reactants are: N(C(C)C)C(C)C.[Li]CCCC.[Li+].CC([N-]C(C)C)C.[C:21]([O:24][C:25]([CH3:28])([CH3:27])[CH3:26])(=[O:23])[CH3:22].[CH:29]([C:31]1[CH:40]=[CH:39][C:34]([C:35]([O:37][CH3:38])=[O:36])=[CH:33][CH:32]=1)=O.ClC1N=C(OC)N=C(OC)N=1.[NH4+].[Cl-]. (7) Given the product [F:29][C:28]([F:31])([F:30])[S:25]([O:17][C:6]1[CH:7]=[C:8]([O:10][CH:11]2[CH2:16][CH2:15][CH2:14][CH2:13][O:12]2)[CH:9]=[C:2]([F:1])[C:3]=1[CH:4]=[O:5])(=[O:26])=[O:24], predict the reactants needed to synthesize it. The reactants are: [F:1][C:2]1[CH:9]=[C:8]([O:10][CH:11]2[CH2:16][CH2:15][CH2:14][CH2:13][O:12]2)[CH:7]=[C:6]([OH:17])[C:3]=1[CH:4]=[O:5].N1C=CC=CC=1.[O:24](S(C(F)(F)F)(=O)=O)[S:25]([C:28]([F:31])([F:30])[F:29])(=O)=[O:26]. (8) The reactants are: C([O:8][C:9]1[CH:35]=[CH:34][C:12]([O:13][C:14]2[CH:19]=[CH:18][C:17]([CH2:20][C:21]([NH:23][C:24]3[CH:33]=[CH:32][CH:31]=[CH:30][C:25]=3[C:26]([O:28][CH3:29])=[O:27])=[O:22])=[CH:16][CH:15]=2)=[CH:11][CH:10]=1)C1C=CC=CC=1.[H][H]. Given the product [OH:8][C:9]1[CH:10]=[CH:11][C:12]([O:13][C:14]2[CH:15]=[CH:16][C:17]([CH2:20][C:21]([NH:23][C:24]3[CH:33]=[CH:32][CH:31]=[CH:30][C:25]=3[C:26]([O:28][CH3:29])=[O:27])=[O:22])=[CH:18][CH:19]=2)=[CH:34][CH:35]=1, predict the reactants needed to synthesize it.